The task is: Predict the reactants needed to synthesize the given product.. This data is from Full USPTO retrosynthesis dataset with 1.9M reactions from patents (1976-2016). (1) The reactants are: [Cl-].[Al+3].[Cl-].[Cl-].[H-].[Al+3].[Li+].[H-].[H-].[H-].[C:11]1([C:17]2[CH:22]=[C:21]([C:23]3[CH:28]=[CH:27][CH:26]=[CH:25][CH:24]=3)[N:20]=[C:19]([O:29][CH2:30][CH2:31][CH2:32][CH2:33][CH2:34][C:35]#[N:36])[CH:18]=2)[CH:16]=[CH:15][CH:14]=[CH:13][CH:12]=1. Given the product [NH2:36][CH2:35][CH2:34][CH2:33][CH2:32][CH2:31][CH2:30][O:29][C:19]1[CH:18]=[C:17]([C:11]2[CH:12]=[CH:13][CH:14]=[CH:15][CH:16]=2)[CH:22]=[C:21]([C:23]2[CH:28]=[CH:27][CH:26]=[CH:25][CH:24]=2)[N:20]=1, predict the reactants needed to synthesize it. (2) Given the product [Br:1][C:2]1[CH:3]=[CH:4][C:5]2[S:9][C:8]([CH2:10][CH2:11][N:20]3[CH2:21][CH2:22][CH2:23][C@H:19]3[CH3:18])=[N:7][C:6]=2[CH:17]=1, predict the reactants needed to synthesize it. The reactants are: [Br:1][C:2]1[CH:3]=[CH:4][C:5]2[S:9][C:8]([CH2:10][CH2:11]OS(C)(=O)=O)=[N:7][C:6]=2[CH:17]=1.[CH3:18][C@@H:19]1[CH2:23][CH2:22][CH2:21][NH:20]1.CCN(CC)CC. (3) Given the product [ClH:1].[Cl:1][C:2]1[C:3]([OH:15])=[C:4]([F:14])[CH:5]=[C:6]([N:8]2[CH2:13][CH2:12][O:11][CH2:10][CH2:9]2)[N:7]=1, predict the reactants needed to synthesize it. The reactants are: [Cl:1][C:2]1[N:7]=[C:6]([N:8]2[CH2:13][CH2:12][O:11][CH2:10][CH2:9]2)[CH:5]=[C:4]([F:14])[C:3]=1[O:15]COC.FC1C=C(F)C=CC=1C=O. (4) Given the product [NH2:19][C:17]1[N:18]=[C:13]([C:6]2[CH:5]=[CH:4][C:3]([CH2:2][OH:1])=[N:8][CH:7]=2)[CH:14]=[C:15]([NH:20][CH3:21])[N:16]=1, predict the reactants needed to synthesize it. The reactants are: [OH:1][CH2:2][C:3]1[N:8]=[CH:7][C:6](B(O)O)=[CH:5][CH:4]=1.I[C:13]1[N:18]=[C:17]([NH2:19])[N:16]=[C:15]([NH:20][CH3:21])[CH:14]=1. (5) Given the product [CH2:24]([O:23][C:21]([C:16]12[CH2:17][CH2:18][C:13]([C:11]([OH:8])=[O:12])([CH2:20][CH2:19]1)[O:14][CH2:15]2)=[O:22])[C:25]1[CH:26]=[CH:27][CH:28]=[CH:29][CH:30]=1, predict the reactants needed to synthesize it. The reactants are: P([O-])(O)(O)=O.[Na+].Cl([O-])=[O:8].[Na+].[CH:11]([C:13]12[CH2:20][CH2:19][C:16]([C:21]([O:23][CH2:24][C:25]3[CH:30]=[CH:29][CH:28]=[CH:27][CH:26]=3)=[O:22])([CH2:17][CH2:18]1)[CH2:15][O:14]2)=[O:12].CC(=CC)C. (6) The reactants are: Cl.[F:2][C:3]1([F:9])[CH2:8][CH2:7][NH:6][CH2:5][CH2:4]1.C([O-])([O-])=O.[K+].[K+].Br[CH2:17][C:18]#[N:19]. Given the product [F:2][C:3]1([F:9])[CH2:8][CH2:7][N:6]([CH2:17][C:18]#[N:19])[CH2:5][CH2:4]1, predict the reactants needed to synthesize it. (7) Given the product [F:1][C:2]1[CH:3]=[C:4]2[C:8](=[CH:9][CH:10]=1)[CH:7]([NH:11][C:12]1[CH:21]=[CH:20][C:19]3[C:14](=[CH:15][CH:16]=[C:17]([NH:22][C:23](=[O:25])[CH3:24])[CH:18]=3)[N:13]=1)[CH2:6][CH2:5]2, predict the reactants needed to synthesize it. The reactants are: [F:1][C:2]1[CH:3]=[C:4]2[C:8](=[CH:9][CH:10]=1)[CH:7]([NH:11][C:12]1[CH:21]=[CH:20][C:19]3[C:14](=[CH:15][CH:16]=[C:17]([NH2:22])[CH:18]=3)[N:13]=1)[CH2:6][CH2:5]2.[C:23](O)(=[O:25])[CH3:24]. (8) Given the product [Si:18]([O:17][CH2:16][CH2:15][N:11]1[C:6]2[N:7]=[C:8]([NH2:10])[N:9]=[C:4]([Cl:3])[C:5]=2[CH:13]=[CH:12]1)([C:21]([CH3:24])([CH3:23])[CH3:22])([CH3:20])[CH3:19], predict the reactants needed to synthesize it. The reactants are: [H-].[Na+].[Cl:3][C:4]1[C:5]2[CH:13]=[CH:12][NH:11][C:6]=2[N:7]=[C:8]([NH2:10])[N:9]=1.Br[CH2:15][CH2:16][O:17][Si:18]([C:21]([CH3:24])([CH3:23])[CH3:22])([CH3:20])[CH3:19].O.